This data is from Peptide-MHC class II binding affinity with 134,281 pairs from IEDB. The task is: Regression. Given a peptide amino acid sequence and an MHC pseudo amino acid sequence, predict their binding affinity value. This is MHC class II binding data. (1) The peptide sequence is IASLFAAAGLAAAAP. The MHC is HLA-DQA10201-DQB10202 with pseudo-sequence HLA-DQA10201-DQB10202. The binding affinity (normalized) is 0.357. (2) The peptide sequence is VAANRIQLLALIATN. The MHC is HLA-DPA10201-DPB10101 with pseudo-sequence HLA-DPA10201-DPB10101. The binding affinity (normalized) is 0.474. (3) The peptide sequence is AVTFVNAPAFAAERG. The MHC is HLA-DQA10101-DQB10501 with pseudo-sequence HLA-DQA10101-DQB10501. The binding affinity (normalized) is 0.182. (4) The peptide sequence is KDFTFVCPTEIVEFAKQ. The MHC is DRB1_0401 with pseudo-sequence DRB1_0401. The binding affinity (normalized) is 0.479. (5) The peptide sequence is LESILIKPSNSEDLL. The MHC is H-2-IAd with pseudo-sequence H-2-IAd. The binding affinity (normalized) is 0.491. (6) The peptide sequence is LRLSALRGLFSAVIE. The MHC is HLA-DQA10401-DQB10402 with pseudo-sequence HLA-DQA10401-DQB10402. The binding affinity (normalized) is 0.350. (7) The peptide sequence is DYSYLQDSDPDSFQD. The MHC is DRB1_0404 with pseudo-sequence DRB1_0404. The binding affinity (normalized) is 0. (8) The peptide sequence is NLADAVSKAPQLVPK. The MHC is DRB1_1001 with pseudo-sequence DRB1_1001. The binding affinity (normalized) is 0.251.